This data is from Forward reaction prediction with 1.9M reactions from USPTO patents (1976-2016). The task is: Predict the product of the given reaction. (1) Given the reactants C[Si]([NH-])(C)C.C[Si]([NH-])(C)C.[Li+].[Li+].[C:13]([O:17][C:18](=[O:20])[CH3:19])([CH3:16])([CH3:15])[CH3:14].[Br:21][C:22]1[CH:27]=[C:26]([Br:28])[N:25]=[C:24]([C:29]2[CH:34]=[CH:33][C:32]([F:35])=[CH:31][C:30]=2[F:36])[C:23]=1[CH3:37].CO, predict the reaction product. The product is: [Br:21][C:22]1[CH:27]=[C:26]([Br:28])[N:25]=[C:24]([C:29]2[CH:34]=[CH:33][C:32]([F:35])=[CH:31][C:30]=2[F:36])[C:23]=1[CH2:37][CH2:19][C:18]([O:17][C:13]([CH3:16])([CH3:15])[CH3:14])=[O:20]. (2) Given the reactants C(=O)([O-])[O-].[K+].[K+].[Cl:7][C:8]1[CH:9]=[C:10]([CH:27]=[CH:28][C:29]=1[Cl:30])[O:11][C:12]1[C:17](=[O:18])[NH:16][C:15]([C:19](=[N:21][OH:22])[NH2:20])=[N:14][C:13]=1[C:23]([F:26])([F:25])[F:24].[N:31]#[C:32]Br, predict the reaction product. The product is: [Cl:7][C:8]1[CH:9]=[C:10]([CH:27]=[CH:28][C:29]=1[Cl:30])[O:11][C:12]1[C:17](=[O:18])[NH:16][C:15]([C:19]2[NH:20][C:32](=[NH:31])[O:22][N:21]=2)=[N:14][C:13]=1[C:23]([F:26])([F:24])[F:25].